Dataset: Forward reaction prediction with 1.9M reactions from USPTO patents (1976-2016). Task: Predict the product of the given reaction. (1) The product is: [ClH:23].[C:13]([C:16]1[CH:21]=[CH:20][C:19]([O:9][CH:6]2[CH2:7][CH2:8][N:2]([CH3:1])[CH2:3][C:4]3[S:12][CH:11]=[CH:10][C:5]2=3)=[C:18]([Cl:23])[CH:17]=1)(=[O:15])[NH2:14]. Given the reactants [CH3:1][N:2]1[CH2:8][CH2:7][CH:6]([OH:9])[C:5]2[CH:10]=[CH:11][S:12][C:4]=2[CH2:3]1.[C:13]([C:16]1[CH:21]=[CH:20][C:19](F)=[C:18]([Cl:23])[CH:17]=1)(=[O:15])[NH2:14], predict the reaction product. (2) Given the reactants [S:1]1[CH:5]=[CH:4][C:3]([S:6][C:7]2[CH:12]=[CH:11][C:10]([N+:13]([O-])=O)=[CH:9][CH:8]=2)=[CH:2]1.NC1C=CC=CC=1, predict the reaction product. The product is: [S:1]1[CH:5]=[CH:4][C:3]([S:6][C:7]2[CH:12]=[CH:11][C:10]([NH2:13])=[CH:9][CH:8]=2)=[CH:2]1. (3) Given the reactants F[C:2]1[CH:9]=[C:8]([C:10]2C=C(N3CCOC[C@H]3C)[N:13]=[C:12]([NH:23][CH3:24])[N:11]=2)[CH:7]=[C:6](F)[C:3]=1[C:4]#[N:5].[CH3:26][O-:27].[Na+].CO.[CH3:31][CH2:32][N:33]([CH:37]([CH3:39])C)[CH:34]([CH3:36])[CH3:35].[OH2:40].[NH2:41][NH2:42], predict the reaction product. The product is: [CH3:24][NH:23][C:12]1[N:11]=[C:10]([C:8]2[CH:9]=[C:2]3[C:3]([C:4]([NH2:5])=[N:41][NH:42]3)=[C:6]([O:27][CH3:26])[CH:7]=2)[CH:39]=[C:37]([N:33]2[CH2:32][CH2:31][O:40][CH2:36][C@H:34]2[CH3:35])[N:13]=1.